From a dataset of Full USPTO retrosynthesis dataset with 1.9M reactions from patents (1976-2016). Predict the reactants needed to synthesize the given product. (1) The reactants are: Cl.[NH2:2][C@H:3]1[CH2:8][CH2:7][C@H:6]([NH:9][C:10]([C:12]2[C:16]3[N:17]=[CH:18][N:19]=[C:20]([C:21]4[CH:26]=[C:25]([F:27])[C:24]([O:28][CH3:29])=[CH:23][C:22]=4[O:30][CH2:31][CH:32]4[CH2:34][CH2:33]4)[C:15]=3[NH:14][C:13]=2[CH3:35])=[O:11])[CH2:5][CH2:4]1.[CH3:36][O:37][CH2:38][C:39](Cl)=[O:40]. Given the product [CH:32]1([CH2:31][O:30][C:22]2[CH:23]=[C:24]([O:28][CH3:29])[C:25]([F:27])=[CH:26][C:21]=2[C:20]2[C:15]3[NH:14][C:13]([CH3:35])=[C:12]([C:10]([NH:9][C@H:6]4[CH2:7][CH2:8][C@H:3]([NH:2][C:39](=[O:40])[CH2:38][O:37][CH3:36])[CH2:4][CH2:5]4)=[O:11])[C:16]=3[N:17]=[CH:18][N:19]=2)[CH2:34][CH2:33]1, predict the reactants needed to synthesize it. (2) Given the product [CH2:1]([NH:7][C:8]1[C:9](=[O:27])[C:10]([CH2:16][CH2:17][CH2:18][CH2:19][CH2:20][CH2:21][CH2:22][CH2:23][CH2:24][CH:25]=[CH2:26])=[C:11]([O:15][CH3:28])[C:12](=[O:14])[CH:13]=1)[CH2:2][CH2:3][CH2:4][CH:5]=[CH2:6], predict the reactants needed to synthesize it. The reactants are: [CH2:1]([NH:7][C:8]1[C:9](=[O:27])[C:10]([CH2:16][CH2:17][CH2:18][CH2:19][CH2:20][CH2:21][CH2:22][CH2:23][CH2:24][CH:25]=[CH2:26])=[C:11]([OH:15])[C:12](=[O:14])[CH:13]=1)[CH2:2][CH2:3][CH2:4][CH:5]=[CH2:6].[C:28](=O)([O-])[O-].[K+].[K+].S(OC)(OC)(=O)=O. (3) Given the product [Cl:23][CH2:22][CH2:21][O:20][C:15]1[C:16]([O:18][CH3:19])=[CH:17][C:5]2[C:6]([CH:14]=1)=[N:7][C:8]1[N:9]=[CH:10][C:11]([C:12]#[N:13])=[C:2]([NH:27][C:26]3[CH:28]=[C:29]([O:33][CH3:34])[C:30]([Cl:32])=[CH:31][C:25]=3[Cl:24])[C:3]=1[CH:4]=2, predict the reactants needed to synthesize it. The reactants are: Cl[C:2]1[C:3]2[CH:4]=[C:5]3[CH:17]=[C:16]([O:18][CH3:19])[C:15]([O:20][CH2:21][CH2:22][Cl:23])=[CH:14][C:6]3=[N:7][C:8]=2[N:9]=[CH:10][C:11]=1[C:12]#[N:13].[Cl:24][C:25]1[CH:31]=[C:30]([Cl:32])[C:29]([O:33][CH3:34])=[CH:28][C:26]=1[NH2:27]. (4) The reactants are: F[C:2]1[CH:9]=[CH:8][C:7]([C:10]([F:13])([F:12])[F:11])=[CH:6][C:3]=1[C:4]#[N:5].[F:14][C:15]1[C:20]([F:21])=[CH:19][C:18]([NH2:22])=[C:17]([N+:23]([O-:25])=[O:24])[CH:16]=1.O.[OH-].[Li+].C(OCC)(=O)C. Given the product [F:14][C:15]1[C:20]([F:21])=[CH:19][C:18]([NH:22][C:2]2[CH:9]=[CH:8][C:7]([C:10]([F:13])([F:12])[F:11])=[CH:6][C:3]=2[C:4]#[N:5])=[C:17]([N+:23]([O-:25])=[O:24])[CH:16]=1, predict the reactants needed to synthesize it. (5) Given the product [Cl:1][C:2]1[C:10]2[N:6]([C:7]([CH:14]3[CH2:18][CH2:17][O:16][CH2:15]3)=[CH:8][C:9]=2[C:11]([NH:19][CH2:20][C:21]2([OH:29])[CH2:22][CH2:23][C:24]([F:28])([F:27])[CH2:25][CH2:26]2)=[O:13])[CH:5]=[CH:4][CH:3]=1, predict the reactants needed to synthesize it. The reactants are: [Cl:1][C:2]1[C:10]2[N:6]([C:7]([CH:14]3[CH2:18][CH2:17][O:16][CH2:15]3)=[CH:8][C:9]=2[C:11]([OH:13])=O)[CH:5]=[CH:4][CH:3]=1.[NH2:19][CH2:20][C:21]1([OH:29])[CH2:26][CH2:25][C:24]([F:28])([F:27])[CH2:23][CH2:22]1.CCN=C=NCCCN(C)C.C1C=CC2N(O)N=NC=2C=1.CCN(C(C)C)C(C)C. (6) Given the product [O:22]=[C:11]1[NH:12][C:13]2[CH:17]=[CH:16][S:15][C:14]=2[C:18](=[O:19])[N:10]1[CH2:9][C:8]1[CH:23]=[CH:24][C:5]([C:3]([OH:2])=[O:4])=[CH:6][CH:7]=1, predict the reactants needed to synthesize it. The reactants are: C[O:2][C:3]([C:5]1[CH:24]=[CH:23][C:8]([CH2:9][NH:10][C:11](=[O:22])[NH:12][C:13]2[CH:17]=[CH:16][S:15][C:14]=2[C:18](OC)=[O:19])=[CH:7][CH:6]=1)=[O:4].[OH-].[Na+].O.